Dataset: Full USPTO retrosynthesis dataset with 1.9M reactions from patents (1976-2016). Task: Predict the reactants needed to synthesize the given product. (1) Given the product [Cl:1][C:2]1[CH:3]=[C:4]([C:9]2[N:14]=[C:13]([CH2:15][CH:16]3[CH2:18][CH2:17]3)[N:12]=[C:11]([S:22][CH2:23][C:24]([NH2:26])=[O:25])[C:10]=2[C:20]#[N:21])[CH:5]=[CH:6][C:7]=1[Cl:8], predict the reactants needed to synthesize it. The reactants are: [Cl:1][C:2]1[CH:3]=[C:4]([C:9]2[N:14]=[C:13]([CH2:15][CH:16]3[CH2:18][CH2:17]3)[N:12]=[C:11](Cl)[C:10]=2[C:20]#[N:21])[CH:5]=[CH:6][C:7]=1[Cl:8].[SH:22][CH2:23][C:24]([NH2:26])=[O:25]. (2) Given the product [CH3:22][N:11]([CH2:10][C:2]1[N:1]=[C:5]2[CH:6]=[CH:7][CH:8]=[CH:9][N:4]2[C:3]=1[CH2:29][N:23]1[CH2:28][CH2:27][O:26][CH2:25][CH2:24]1)[C@@H:12]1[C:21]2[N:20]=[CH:19][CH:18]=[CH:17][C:16]=2[CH2:15][CH2:14][CH2:13]1, predict the reactants needed to synthesize it. The reactants are: [N:1]1[C:2]([CH2:10][N:11]([CH3:22])[C@@H:12]2[C:21]3[N:20]=[CH:19][CH:18]=[CH:17][C:16]=3[CH2:15][CH2:14][CH2:13]2)=[CH:3][N:4]2[CH:9]=[CH:8][CH:7]=[CH:6][C:5]=12.[NH:23]1[CH2:28][CH2:27][O:26][CH2:25][CH2:24]1.[CH2:29]=O. (3) Given the product [CH3:29][N:18]1[CH2:17][CH2:16][C@@:15]23[C:11]4[C:10]5[CH2:28][C@@H:19]1[C@@H:20]2[CH2:21][CH2:22][C:23]1([C@@H:14]3[O:13][C:12]=4[C:7]([C:32]#[N:33])=[CH:8][CH:9]=5)[O:24][CH2:25][CH2:26][O:27]1, predict the reactants needed to synthesize it. The reactants are: FC(F)(F)S(O[C:7]1[C:12]2[O:13][C@H:14]3[C:23]4([O:27][CH2:26][CH2:25][O:24]4)[CH2:22][CH2:21][C@@H:20]4[C@@:15]53[CH2:16][CH2:17][N:18]([CH3:29])[C@@H:19]4[CH2:28][C:10]([C:11]=25)=[CH:9][CH:8]=1)(=O)=O.[CH3:32][N:33](C)C=O. (4) Given the product [C:19]([O:18][C:16]([N:13]1[CH2:12][CH:11]=[C:10]([O:9][S:30]([C:33]([F:36])([F:35])[F:34])(=[O:32])=[O:31])[CH2:15][CH2:14]1)=[O:17])([CH3:22])([CH3:21])[CH3:20], predict the reactants needed to synthesize it. The reactants are: [Li+].CC([N-]C(C)C)C.[O:9]=[C:10]1[CH2:15][CH2:14][N:13]([C:16]([O:18][C:19]([CH3:22])([CH3:21])[CH3:20])=[O:17])[CH2:12][CH2:11]1.C1C=CC(N([S:30]([C:33]([F:36])([F:35])[F:34])(=[O:32])=[O:31])[S:30]([C:33]([F:36])([F:35])[F:34])(=[O:32])=[O:31])=CC=1. (5) Given the product [C:1]([C:5]1[CH:9]=[C:8]([O:10][CH2:12][C:13]2[CH:22]=[CH:21][C:16]([C:17]([O:19][CH3:20])=[O:18])=[CH:15][CH:14]=2)[N:7]([CH2:12][C:13]2[CH:22]=[CH:21][C:16]([C:23]([O:32][CH3:31])=[O:26])=[CH:15][CH:14]=2)[N:6]=1)([CH3:4])([CH3:3])[CH3:2], predict the reactants needed to synthesize it. The reactants are: [C:1]([C:5]1[CH:9]=[C:8]([OH:10])[NH:7][N:6]=1)([CH3:4])([CH3:3])[CH3:2].Br[CH2:12][C:13]1[CH:22]=[CH:21][C:16]([C:17]([O:19][CH3:20])=[O:18])=[CH:15][CH:14]=1.[C:23](=[O:26])([O-])[O-].[K+].[K+].CN(C)[CH:31]=[O:32]. (6) Given the product [ClH:1].[Cl:1][C:2]1[CH:7]=[CH:6][C:5]([C@H:8]([NH2:11])[CH2:9][CH3:10])=[C:4]([F:18])[C:3]=1[O:19][C:20]1[CH:21]=[CH:22][N:23]=[CH:24][CH:25]=1, predict the reactants needed to synthesize it. The reactants are: [Cl:1][C:2]1[CH:7]=[CH:6][C:5]([C@H:8]([NH:11][S@@](C(C)(C)C)=O)[CH2:9][CH3:10])=[C:4]([F:18])[C:3]=1[O:19][C:20]1[CH:25]=[CH:24][N:23]=[CH:22][CH:21]=1.Cl. (7) Given the product [Si:13]([O:45][CH2:42][CH2:22][CH2:23][CH2:24][CH2:25][CH2:26][C:27]1[CH:28]=[CH:29][C:30]([C:2]2[S:6][C:5]([C:7]3[S:8][C:9]([C:30]4[CH:29]=[CH:28][C:27]([CH2:26][CH2:25][CH2:24][CH2:23][CH2:22][CH2:21][O:20][Si:13]([C:16]([CH3:17])([CH3:18])[CH3:19])([CH3:14])[CH3:15])=[CH:32][CH:31]=4)=[CH:10][CH:11]=3)=[CH:4][CH:3]=2)=[CH:31][CH:32]=1)([C:16]([CH3:17])([CH3:18])[CH3:19])([CH3:15])[CH3:14], predict the reactants needed to synthesize it. The reactants are: Br[C:2]1[S:6][C:5]([C:7]2[S:8][C:9](Br)=[CH:10][CH:11]=2)=[CH:4][CH:3]=1.[Si:13]([O:20][CH2:21][CH2:22][CH2:23][CH2:24][CH2:25][CH2:26][C:27]1[CH:32]=[CH:31][C:30](B2OC(C)(C)C(C)(C)O2)=[CH:29][CH:28]=1)([C:16]([CH3:19])([CH3:18])[CH3:17])([CH3:15])[CH3:14].[C:42](=[O:45])([O-])[O-].[K+].[K+].